This data is from Reaction yield outcomes from USPTO patents with 853,638 reactions. The task is: Predict the reaction yield, written as a fraction of the theoretical maximum amount of product (1.0 means a 100% yield; for example, 0.34 means a 34% yield). (1) The reactants are [Br:1][C:2]1[CH:3]=[CH:4][C:5]2[O:14][CH2:13][CH2:12][C:11]3[CH:10]=[C:9]([C:15]4O[CH:17]=[N:18][N:19]=4)[S:8][C:7]=3[C:6]=2[CH:20]=1.[Cl:21][C:22]1[CH:28]=[C:27]([C:29]([F:32])([F:31])[F:30])[CH:26]=[CH:25][C:23]=1[NH2:24].C(O)(C(F)(F)F)=O.CCN(C(C)C)C(C)C. The catalyst is C1(C)C=CC=CC=1. The product is [Br:1][C:2]1[CH:3]=[CH:4][C:5]2[O:14][CH2:13][CH2:12][C:11]3[CH:10]=[C:9]([C:15]4[N:24]([C:23]5[CH:25]=[CH:26][C:27]([C:29]([F:30])([F:31])[F:32])=[CH:28][C:22]=5[Cl:21])[CH:17]=[N:18][N:19]=4)[S:8][C:7]=3[C:6]=2[CH:20]=1. The yield is 0.360. (2) The reactants are C(N([CH:7]([CH3:9])[CH3:8])CC)(C)C.[NH2:10][C:11]1[S:12][CH:13]=[C:14]([C:16](=[N:35][O:36][CH3:37])[C:17]([NH:19][CH:20]2[C:27](=[O:28])[N:26]3[CH:21]2[S:22][CH2:23][C:24]([CH2:32][O:33][CH3:34])=[C:25]3[C:29]([OH:31])=[O:30])=[O:18])[N:15]=1.S1(OSO1)(=O)=O.[Na].C(N(CC(O)=O)CC(O)=O)CN(CC(O)=O)C[C:49]([OH:51])=[O:50].[CH3:65][C:66](N(C)C)=[O:67]. The catalyst is C(OCC)(=O)C.O. The product is [CH3:9][CH:7]([O:51][C:49]([O:67][CH:66]([O:30][C:29]([C:25]1[N:26]2[C:27]([C@@H:20]([NH:19][C:17](/[C:16](/[C:14]3[N:15]=[C:11]([NH2:10])[S:12][CH:13]=3)=[N:35]\[O:36][CH3:37])=[O:18])[C@H:21]2[S:22][CH2:23][C:24]=1[CH2:32][O:33][CH3:34])=[O:28])=[O:31])[CH3:65])=[O:50])[CH3:8]. The yield is 0.00550. (3) The reactants are [F:1][C:2]1[CH:20]=[C:19]([N+:21]([O-])=O)[CH:18]=[CH:17][C:3]=1[O:4][C:5]1[CH:10]=[CH:9][N:8]=[C:7]2[CH:11]=[C:12]([C:14](Cl)=[O:15])[S:13][C:6]=12.[CH2:24]([NH:28][CH2:29][CH:30]([CH3:32])[CH3:31])[CH:25]([CH3:27])[CH3:26].Cl.[C:34]1([CH2:40][C:41]([N:43]=[C:44]=[S:45])=[O:42])[CH:39]=[CH:38][CH:37]=[CH:36][CH:35]=1. The catalyst is C(Cl)Cl.C1COCC1.[Fe].CO. The product is [F:1][C:2]1[CH:20]=[C:19]([NH:21][C:44]([NH:43][C:41](=[O:42])[CH2:40][C:34]2[CH:35]=[CH:36][CH:37]=[CH:38][CH:39]=2)=[S:45])[CH:18]=[CH:17][C:3]=1[O:4][C:5]1[CH:10]=[CH:9][N:8]=[C:7]2[CH:11]=[C:12]([C:14]([N:28]([CH2:29][CH:30]([CH3:32])[CH3:31])[CH2:24][CH:25]([CH3:27])[CH3:26])=[O:15])[S:13][C:6]=12. The yield is 0.180. (4) No catalyst specified. The reactants are [Cl-].[Ca+2].[Cl-].[O:4]1[CH:6]([CH2:7][CH2:8][CH2:9][CH2:10][CH2:11][CH2:12][CH2:13][CH2:14][CH2:15][CH2:16][CH2:17][CH2:18][CH2:19][CH2:20][CH2:21][CH3:22])[CH2:5]1.S(=O)(=O)(O)O.[CH2:28]([OH:32])[CH:29]([OH:31])[CH3:30].O1C(CCCCCCCCCC)C1.C(=O)([O-])O.[Na+]. The product is [OH:4][CH2:5][CH2:6][CH2:7][CH2:8][CH2:9][CH2:10][CH2:11][CH2:12][CH2:13][CH2:14][CH2:15][CH2:16][CH2:17][CH2:18][CH2:19][CH2:20][CH2:21][CH2:22][O:31][CH2:29][CH2:28][OH:32].[CH2:28]([OH:32])[CH:29]([OH:31])[CH3:30]. The yield is 0.967.